From a dataset of Reaction yield outcomes from USPTO patents with 853,638 reactions. Predict the reaction yield, written as a fraction of the theoretical maximum amount of product (1.0 means a 100% yield; for example, 0.34 means a 34% yield). (1) The reactants are [C:1]([O:5][C:6]([N:8]([CH3:10])[NH2:9])=[O:7])([CH3:4])([CH3:3])[CH3:2].[F:11][C:12]1[CH:17]=[CH:16][C:15]([F:18])=[CH:14][C:13]=1B(O)O.C(N(CC)CC)C. The yield is 0.350. The catalyst is ClCCCl.C([O-])(=O)C.[Cu+2].C([O-])(=O)C. The product is [C:1]([O:5][C:6]([N:8]([CH3:10])[NH:9][C:16]1[CH:17]=[C:12]([F:11])[CH:13]=[CH:14][C:15]=1[F:18])=[O:7])([CH3:4])([CH3:3])[CH3:2]. (2) The reactants are [Cl:1][C:2]1[C:3]([CH2:28][CH2:29][C:30]2[CH:35]=[CH:34][C:33]([OH:36])=[CH:32][C:31]=2[CH3:37])=[C:4]([C:8]2[N:13]=[C:12]([N:14]3[C:18]([C:19]([F:22])([F:21])[F:20])=[C:17]([C:23]([O:25][CH2:26][CH3:27])=[O:24])[CH:16]=[N:15]3)[CH:11]=[CH:10][CH:9]=2)[CH:5]=[CH:6][CH:7]=1.Br[CH2:39][CH2:40][CH2:41][C:42]([F:45])([F:44])[F:43].C(=O)([O-])[O-].[K+].[K+]. The catalyst is CN(C)C=O.O. The product is [Cl:1][C:2]1[C:3]([CH2:28][CH2:29][C:30]2[CH:35]=[CH:34][C:33]([O:36][CH2:39][CH2:40][CH2:41][C:42]([F:45])([F:44])[F:43])=[CH:32][C:31]=2[CH3:37])=[C:4]([C:8]2[N:13]=[C:12]([N:14]3[C:18]([C:19]([F:22])([F:21])[F:20])=[C:17]([C:23]([O:25][CH2:26][CH3:27])=[O:24])[CH:16]=[N:15]3)[CH:11]=[CH:10][CH:9]=2)[CH:5]=[CH:6][CH:7]=1. The yield is 0.275. (3) The reactants are Br[C:2]1[CH:7]=[CH:6][C:5]([S:8]([N:11]2[CH2:28][CH2:27][C:14]3([O:19][CH2:18][C:17](=[O:20])[N:16]([C:21]4([CH2:24][O:25][CH3:26])[CH2:23][CH2:22]4)[CH2:15]3)[CH2:13][CH2:12]2)(=[O:10])=[O:9])=[CH:4][CH:3]=1.CC1(C)C(C)(C)OB([C:37]2[CH:46]=[C:45]3[C:40]([CH:41]=[CH:42][CH:43]=[N:44]3)=[CH:39][CH:38]=2)O1.C(=O)([O-])[O-].[K+].[K+]. The catalyst is O1CCOCC1.C1C=CC(P(C2C=CC=CC=2)[C-]2C=CC=C2)=CC=1.C1C=CC(P(C2C=CC=CC=2)[C-]2C=CC=C2)=CC=1.Cl[Pd]Cl.[Fe+2].C(Cl)Cl. The product is [CH3:26][O:25][CH2:24][C:21]1([N:16]2[CH2:15][C:14]3([CH2:27][CH2:28][N:11]([S:8]([C:5]4[CH:6]=[CH:7][C:2]([C:37]5[CH:46]=[C:45]6[C:40]([CH:41]=[CH:42][CH:43]=[N:44]6)=[CH:39][CH:38]=5)=[CH:3][CH:4]=4)(=[O:10])=[O:9])[CH2:12][CH2:13]3)[O:19][CH2:18][C:17]2=[O:20])[CH2:23][CH2:22]1. The yield is 0.720. (4) The reactants are C([O:3][C:4]([C:6]1([NH:15][C:16]([C:18]2[C:19]3[CH:20]=[CH:21][NH:22][C:23]=3[CH:24]=[CH:25][CH:26]=2)=[O:17])[CH2:14][C:13]2[C:8](=[CH:9][CH:10]=[CH:11][CH:12]=2)[CH2:7]1)=[O:5])C.[OH-].[K+].O. The catalyst is CCO. The product is [NH:22]1[C:23]2[CH:24]=[CH:25][CH:26]=[C:18]([C:16]([NH:15][C:6]3([C:4]([OH:5])=[O:3])[CH2:7][C:8]4[C:13](=[CH:12][CH:11]=[CH:10][CH:9]=4)[CH2:14]3)=[O:17])[C:19]=2[CH:20]=[CH:21]1. The yield is 0.890. (5) The reactants are C[Si](C)(C)[N:3]1[CH2:7][CH2:6][CH2:5][C:4]1=[O:8].[Li+].CC([N-]C(C)C)C.[Cl:19][C:20]1[CH:25]=[C:24]([Cl:26])[CH:23]=[CH:22][C:21]=1[CH2:27]Cl.O. The catalyst is C1COCC1. The product is [Cl:19][C:20]1[CH:25]=[C:24]([Cl:26])[CH:23]=[CH:22][C:21]=1[CH2:27][CH:5]1[CH2:6][CH2:7][NH:3][C:4]1=[O:8]. The yield is 0.670. (6) The reactants are COC1C=CC(P2(SP(C3C=CC(OC)=CC=3)(=S)S2)=[S:10])=CC=1.[CH3:23][C:24]1([CH3:62])[N:28]([C:29]([O:31][C:32]([CH3:35])([CH3:34])[CH3:33])=[O:30])[C@:27]([CH3:61])([C:36]([NH:38][NH:39][C:40](=O)[C:41]2[CH:46]=[CH:45][C:44]([O:47][CH2:48][CH2:49][CH2:50][CH2:51][CH2:52][CH2:53][CH2:54][CH3:55])=[C:43]([C:56]([F:59])([F:58])[F:57])[CH:42]=2)=O)[CH2:26][O:25]1.C([O-])(O)=O.[Na+].CCCCCCC. The product is [CH3:23][C:24]1([CH3:62])[N:28]([C:29]([O:31][C:32]([CH3:35])([CH3:34])[CH3:33])=[O:30])[C@@:27]([CH3:61])([C:36]2[S:10][C:40]([C:41]3[CH:46]=[CH:45][C:44]([O:47][CH2:48][CH2:49][CH2:50][CH2:51][CH2:52][CH2:53][CH2:54][CH3:55])=[C:43]([C:56]([F:59])([F:58])[F:57])[CH:42]=3)=[N:39][N:38]=2)[CH2:26][O:25]1. The catalyst is C1(C)C=CC=CC=1. The yield is 0.740. (7) The reactants are C[O:2][C:3]1[CH:12]=[CH:11][C:10]2[C:5](=[CH:6][CH:7]=[CH:8][CH:9]=2)[C:4]=1[C:13]1[CH:18]=[CH:17][CH:16]=[CH:15][CH:14]=1.B(Br)(Br)Br.C(OCC)C. The catalyst is C(Cl)Cl. The product is [C:13]1([C:4]2[C:5]3[C:10](=[CH:9][CH:8]=[CH:7][CH:6]=3)[CH:11]=[CH:12][C:3]=2[OH:2])[CH:14]=[CH:15][CH:16]=[CH:17][CH:18]=1. The yield is 0.818. (8) The reactants are Cl.[NH2:2][C@@H:3]([C:22]1[CH:27]=[CH:26][CH:25]=[CH:24][CH:23]=1)[C:4]1[CH:5]=[C:6]([CH:19]=[CH:20][CH:21]=1)[O:7][CH2:8][C:9]1[CH:18]=[CH:17][C:12]([C:13]([O:15][CH3:16])=[O:14])=[CH:11][CH:10]=1.[C:28](Cl)(=[O:38])[O:29][C@@H:30]1[CH:35]2[CH2:36][CH2:37][N:32]([CH2:33][CH2:34]2)[CH2:31]1.O. The catalyst is N1C=CC=CC=1. The product is [C:22]1([C@H:3]([NH:2][C:28]([O:29][C@@H:30]2[CH:35]3[CH2:36][CH2:37][N:32]([CH2:33][CH2:34]3)[CH2:31]2)=[O:38])[C:4]2[CH:5]=[C:6]([CH:19]=[CH:20][CH:21]=2)[O:7][CH2:8][C:9]2[CH:18]=[CH:17][C:12]([C:13]([O:15][CH3:16])=[O:14])=[CH:11][CH:10]=2)[CH:23]=[CH:24][CH:25]=[CH:26][CH:27]=1. The yield is 0.660. (9) The reactants are [C:1]([O:5][C:6]([NH:8][C:9]([CH3:15])([CH2:13][F:14])[C:10]([OH:12])=[O:11])=[O:7])([CH3:4])([CH3:3])[CH3:2]. The catalyst is C(Cl)Cl. The product is [C:1]([O:11][C:10](=[O:12])[C:9]([NH:8][C:6]([O:5][C:1]([CH3:4])([CH3:3])[CH3:2])=[O:7])([CH3:15])[CH2:13][F:14])([CH3:4])([CH3:3])[CH3:2]. The yield is 0.530. (10) The catalyst is C1COCC1. The yield is 0.990. The reactants are [C:1](#[N:3])[CH3:2].C[Si]([N-][Si](C)(C)C)(C)C.[Li+].C[O:15][C:16]([C:18]1[O:19][C:20]([CH2:23][O:24][CH3:25])=[CH:21][CH:22]=1)=O.Cl. The product is [CH3:25][O:24][CH2:23][C:20]1[O:19][C:18]([C:16](=[O:15])[CH2:2][C:1]#[N:3])=[CH:22][CH:21]=1.